This data is from Forward reaction prediction with 1.9M reactions from USPTO patents (1976-2016). The task is: Predict the product of the given reaction. The product is: [NH:20]1[CH2:21][CH2:22][CH:17]([C:14]2[CH:15]=[CH:16][C:11]([C:2]3[NH:10][C:9](=[O:30])[C:5]4[N:4]([CH:8]=[CH:7][CH:6]=4)[CH:3]=3)=[CH:12][CH:13]=2)[CH2:18][CH2:19]1. Given the reactants O=[C:2]([C:11]1[CH:16]=[CH:15][C:14]([CH:17]2[CH2:22][CH2:21][N:20](C(=O)C(F)(F)F)[CH2:19][CH2:18]2)=[CH:13][CH:12]=1)[CH2:3][N:4]1[CH:8]=[CH:7][CH:6]=[C:5]1[C:9]#[N:10].C(=O)([O-])[O-:30].[K+].[K+].CS(C)=O.OO, predict the reaction product.